From a dataset of Catalyst prediction with 721,799 reactions and 888 catalyst types from USPTO. Predict which catalyst facilitates the given reaction. Reactant: C(OC(=O)[NH:7][CH2:8][C:9]1[CH:10]=[N:11][C:12]([CH3:19])=[CH:13][C:14]=1[C:15]([F:18])([F:17])[F:16])(C)(C)C.ClC1C=CC=CC=1C(OO)=[O:25].Cl.O1CCOCC1. Product: [NH2:7][CH2:8][C:9]1[C:14]([C:15]([F:18])([F:17])[F:16])=[CH:13][C:12]([CH3:19])=[N+:11]([O-:25])[CH:10]=1. The catalyst class is: 61.